Dataset: Full USPTO retrosynthesis dataset with 1.9M reactions from patents (1976-2016). Task: Predict the reactants needed to synthesize the given product. (1) Given the product [C:19]([NH:18][C:16]1[S:15][C:13]2[N:14]=[C:9]([NH:8][C:6]3[C:5]([Cl:22])=[CH:4][C:3]([F:23])=[C:2]([NH:1][C:32](=[O:33])[C:31]4[CH:35]=[CH:36][CH:37]=[C:29]([C:25]([CH3:24])([CH3:28])[C:26]#[CH:27])[CH:30]=4)[CH:7]=3)[N:10]=[CH:11][C:12]=2[N:17]=1)(=[O:21])[CH3:20], predict the reactants needed to synthesize it. The reactants are: [NH2:1][C:2]1[C:3]([F:23])=[CH:4][C:5]([Cl:22])=[C:6]([NH:8][C:9]2[N:10]=[CH:11][C:12]3[N:17]=[C:16]([NH:18][C:19](=[O:21])[CH3:20])[S:15][C:13]=3[N:14]=2)[CH:7]=1.[CH3:24][C:25]([C:29]1[CH:30]=[C:31]([CH:35]=[CH:36][CH:37]=1)[C:32](O)=[O:33])([CH3:28])[C:26]#[CH:27].F[P-](F)(F)(F)(F)F.N1(OC(N(C)C)=[N+](C)C)C2N=CC=CC=2N=N1.C(=O)([O-])O.[Na+]. (2) Given the product [NH3:3].[CH3:2][OH:1].[O:1]1[C:5]2[CH:6]=[CH:7][CH:8]=[CH:9][C:4]=2[N:3]=[C:2]1[C:10]1[CH:11]=[C:12]([NH:16][C:17]([C:19]2([NH2:25])[CH2:24][CH2:23][N:22]([C:27]3[N:35]=[CH:34][N:33]=[C:32]4[C:28]=3[NH:29][C:30](=[O:36])[NH:31]4)[CH2:21][CH2:20]2)=[O:18])[CH:13]=[CH:14][CH:15]=1, predict the reactants needed to synthesize it. The reactants are: [O:1]1[C:5]2[CH:6]=[CH:7][CH:8]=[CH:9][C:4]=2[N:3]=[C:2]1[C:10]1[CH:11]=[C:12]([NH:16][C:17]([C:19]2([NH2:25])[CH2:24][CH2:23][NH:22][CH2:21][CH2:20]2)=[O:18])[CH:13]=[CH:14][CH:15]=1.Cl[C:27]1[N:35]=[CH:34][N:33]=[C:32]2[C:28]=1[NH:29][C:30](=[O:36])[NH:31]2.C(N(CC)CC)C. (3) Given the product [CH3:9][O:8][C:7]1[C:2]([C:18]2[CH:17]=[CH:7][C:6]([C:10]([OH:11])=[O:13])=[CH:5][CH:4]=2)=[N:3][CH:4]=[CH:5][CH:6]=1, predict the reactants needed to synthesize it. The reactants are: Cl[C:2]1[C:7]([O:8][CH3:9])=[CH:6][CH:5]=[CH:4][N:3]=1.[C:10](=[O:13])([O-])[O-:11].[K+].[K+].O.[C:17](#N)[CH3:18]. (4) Given the product [Cl:1][C:2]1[CH:3]=[C:4]([C:14]([OH:16])=[O:15])[C:5]([C:8]2[CH:9]=[N:10][CH:11]=[CH:12][CH:13]=2)=[N:6][CH:7]=1.[ClH:21], predict the reactants needed to synthesize it. The reactants are: [Cl:1][C:2]1[CH:3]=[C:4]([C:14]([O:16]C)=[O:15])[C:5]([C:8]2[CH:9]=[N:10][CH:11]=[CH:12][CH:13]=2)=[N:6][CH:7]=1.[OH-].[K+].O.[ClH:21]. (5) Given the product [Br:1][C:2]1[CH:3]=[C:4]([OH:12])[C:5]([Cl:11])=[C:6]([C:7]([C:15]2[CH:14]=[CH:6][CH:10]=[CH:2][CH:3]=2)=[O:9])[CH:10]=1, predict the reactants needed to synthesize it. The reactants are: [Br:1][C:2]1[CH:3]=[C:4]([O:12]C)[C:5]([Cl:11])=[C:6]([CH:10]=1)[C:7]([OH:9])=O.[C:14](Cl)(=O)[C:15](Cl)=O.CN(C=O)C.[Al+3].[Cl-].[Cl-].[Cl-]. (6) The reactants are: C(OC(=O)[NH:7][CH2:8][CH2:9][NH:10][C:11]1[C:12]2[C:20]3[CH2:21][CH2:22][CH2:23][CH2:24][C:19]=3[S:18][C:13]=2[N:14]=[C:15](Cl)[N:16]=1)(C)(C)C.[NH:26]1[CH:30]=[C:29](B(O)O)[CH:28]=[N:27]1.C([O-])([O-])=O.[Na+].[Na+]. Given the product [NH:26]1[CH:30]=[C:29]([C:15]2[N:16]=[C:11]([NH:10][CH2:9][CH2:8][NH2:7])[C:12]3[C:20]4[CH2:21][CH2:22][CH2:23][CH2:24][C:19]=4[S:18][C:13]=3[N:14]=2)[CH:28]=[N:27]1, predict the reactants needed to synthesize it. (7) Given the product [Cl:13][C:3]1[CH:4]=[C:5]([C:9]([F:12])([F:11])[F:10])[CH:6]=[C:7]([Cl:8])[C:2]=1[CH:21]=[O:22], predict the reactants needed to synthesize it. The reactants are: Br[C:2]1[C:7]([Cl:8])=[CH:6][C:5]([C:9]([F:12])([F:11])[F:10])=[CH:4][C:3]=1[Cl:13].C([Mg]Br)(C)C.CN(C)[CH:21]=[O:22].